From a dataset of Full USPTO retrosynthesis dataset with 1.9M reactions from patents (1976-2016). Predict the reactants needed to synthesize the given product. (1) Given the product [CH2:2]([C:4]1[S:24][C:7]2[N:8]=[C:9]([S:18][CH2:19][C:20]([O:22][CH3:23])=[O:21])[N:10]=[C:11]([N:12]3[CH2:17][CH2:16][N:15]([C:45]([C:43]4[N:44]=[C:40]([C:36]5[CH:35]=[CH:25][CH:39]=[CH:38][CH:37]=5)[S:41][CH:42]=4)=[O:47])[CH2:14][CH2:13]3)[C:6]=2[CH:5]=1)[CH3:3], predict the reactants needed to synthesize it. The reactants are: Cl.[CH2:2]([C:4]1[S:24][C:7]2[N:8]=[C:9]([S:18][CH2:19][C:20]([O:22][CH3:23])=[O:21])[N:10]=[C:11]([N:12]3[CH2:17][CH2:16][NH:15][CH2:14][CH2:13]3)[C:6]=2[CH:5]=1)[CH3:3].[CH:25](N(C(C)C)CC)(C)C.N1[CH:39]=[CH:38][CH:37]=[C:36]([C:40]2[S:41][CH:42]=[C:43]([C:45]([OH:47])=O)[N:44]=2)[CH:35]=1.CN(C(ON1N=NC2C=CC=NC1=2)=[N+](C)C)C.F[P-](F)(F)(F)(F)F. (2) Given the product [CH3:21][N:22]([CH3:24])[CH:23]=[CH:1][C:2]1[CH:7]=[C:6]([O:8][C:9]2[CH:14]=[CH:13][CH:12]=[CH:11][CH:10]=2)[CH:5]=[CH:4][C:3]=1[N+:15]([O-:17])=[O:16], predict the reactants needed to synthesize it. The reactants are: [CH3:1][C:2]1[CH:7]=[C:6]([O:8][C:9]2[CH:14]=[CH:13][CH:12]=[CH:11][CH:10]=2)[CH:5]=[CH:4][C:3]=1[N+:15]([O-:17])=[O:16].C(O[CH:21](OCC)[N:22]([CH3:24])[CH3:23])C. (3) Given the product [CH2:1]([O:8][C:9]1[C:10](=[O:30])[N:11]([CH2:21][O:22][CH2:23][C:24]2[CH:25]=[CH:26][CH:27]=[CH:28][CH:29]=2)[C:12](=[O:20])[N:13]([CH2:15][CH2:16][N:17]2[CH2:19][CH2:34][C:35]3[C:36](=[CH:37][CH:38]=[CH:39][CH:40]=3)[CH2:18]2)[N:14]=1)[C:2]1[CH:7]=[CH:6][CH:5]=[CH:4][CH:3]=1, predict the reactants needed to synthesize it. The reactants are: [CH2:1]([O:8][C:9]1[C:10](=[O:30])[N:11]([CH2:21][O:22][CH2:23][C:24]2[CH:29]=[CH:28][CH:27]=[CH:26][CH:25]=2)[C:12](=[O:20])[N:13]([CH2:15][CH2:16][N:17]([CH3:19])[CH3:18])[N:14]=1)[C:2]1[CH:7]=[CH:6][CH:5]=[CH:4][CH:3]=1.C1[C:40]2[C:35](=[CH:36][CH:37]=[CH:38][CH:39]=2)[CH2:34]CN1.C(=O)([O-])[O-].[K+].[K+]. (4) Given the product [CH3:1][O:2][C:3]([C:5]1[CH:10]=[CH:9][C:8]([C:11]2[CH:16]=[CH:15][C:14]([CH:17]([CH3:38])[C:18]([OH:23])([C:24]3[CH:25]=[CH:26][C:27]4[O:32][CH2:31][C:30](=[O:33])[NH:29][C:28]=4[CH:37]=3)[C:19]([F:22])([F:21])[F:20])=[C:13]([Cl:39])[CH:12]=2)=[CH:7][C:6]=1[F:40])=[O:4], predict the reactants needed to synthesize it. The reactants are: [CH3:1][O:2][C:3]([C:5]1[CH:10]=[CH:9][C:8]([C:11]2[CH:16]=[CH:15][C:14]([CH:17]([CH3:38])[C:18]([C:24]3[CH:25]=[CH:26][C:27]4[O:32][CH2:31][C:30](=[O:33])[N:29](CC=C)[C:28]=4[CH:37]=3)([OH:23])[C:19]([F:22])([F:21])[F:20])=[C:13]([Cl:39])[CH:12]=2)=[CH:7][C:6]=1[F:40])=[O:4]. (5) Given the product [NH2:47][C:45]1[N:46]=[C:37]([C:33]2[CH:32]=[C:31]([O:30][CH2:29][C@@H:27]([NH:26][P:18]([C:12]3[CH:17]=[CH:16][CH:15]=[CH:14][CH:13]=3)([C:20]3[CH:21]=[CH:22][CH:23]=[CH:24][CH:25]=3)=[O:19])[CH2:28][CH2:1][C:2]3[S:3][CH:4]=[CH:5][N:6]=3)[CH:36]=[N:35][CH:34]=2)[CH:38]=[C:39]2[C:44]=1[CH:43]=[N:42][C:41]1[CH:48]=[C:49]([O:54][CH3:55])[C:50]([O:52][CH3:53])=[CH:51][C:40]2=1, predict the reactants needed to synthesize it. The reactants are: [CH3:1][C:2]1[S:3][CH:4]=[CH:5][N:6]=1.[Li]CCCC.[C:12]1([P:18]([N@:26]2[CH2:28][CH:27]2[CH2:29][O:30][C:31]2[CH:32]=[C:33]([C:37]3[CH:38]=[C:39]4[C:44](=[C:45]([NH2:47])[N:46]=3)[CH:43]=[N:42][C:41]3[CH:48]=[C:49]([O:54][CH3:55])[C:50]([O:52][CH3:53])=[CH:51][C:40]4=3)[CH:34]=[N:35][CH:36]=2)([C:20]2[CH:25]=[CH:24][CH:23]=[CH:22][CH:21]=2)=[O:19])[CH:17]=[CH:16][CH:15]=[CH:14][CH:13]=1. (6) Given the product [N:21]1([C:19]([C:10]2[C:9]3[NH:4][S:5](=[O:31])(=[O:32])[C:6]4[CH:30]=[CH:29][CH:28]=[CH:27][C:7]=4[C:8]=3[N:12]([C:13]3[CH:14]=[CH:15][CH:16]=[CH:17][CH:18]=3)[N:11]=2)=[O:20])[CH2:22][CH2:23][O:24][CH2:25][CH2:26]1, predict the reactants needed to synthesize it. The reactants are: COC[N:4]1[C:9]2[C:10]([C:19]([N:21]3[CH2:26][CH2:25][O:24][CH2:23][CH2:22]3)=[O:20])=[N:11][N:12]([C:13]3[CH:18]=[CH:17][CH:16]=[CH:15][CH:14]=3)[C:8]=2[C:7]2[CH:27]=[CH:28][CH:29]=[CH:30][C:6]=2[S:5]1(=[O:32])=[O:31].Cl.C(Cl)Cl.C([O-])(O)=O.[Na+]. (7) Given the product [CH3:17][N:18]([CH3:19])[CH2:20][CH2:21][N:5]1[C:6]2[C:11](=[CH:10][C:9]([NH2:14])=[CH:8][CH:7]=2)[C:12]([CH3:13])=[C:4]1[CH3:3], predict the reactants needed to synthesize it. The reactants are: [H-].[Na+].[CH3:3][C:4]1[NH:5][C:6]2[C:11]([C:12]=1[CH3:13])=[CH:10][C:9]([N+:14]([O-])=O)=[CH:8][CH:7]=2.[CH3:17][N:18]([CH2:20][CH2:21]Cl)[CH3:19]. (8) The reactants are: Cl.[NH2:2][CH2:3][CH2:4][NH:5][C:6]1[C:7]([C:11]2[N:15]([C:16]3[CH:21]=[CH:20][C:19]([F:22])=[C:18]([Br:23])[CH:17]=3)[C:14](=[O:24])[O:13][N:12]=2)=[N:8][O:9][N:10]=1.Cl[S:26]([NH:29][C:30](=[O:36])[O:31][C:32]([CH3:35])([CH3:34])[CH3:33])(=[O:28])=[O:27].C(N(CC)CC)C. Given the product [Br:23][C:18]1[CH:17]=[C:16]([N:15]2[C:14](=[O:24])[O:13][N:12]=[C:11]2[C:7]2[C:6]([NH:5][CH2:4][CH2:3][NH:2][S:26]([NH:29][C:30](=[O:36])[O:31][C:32]([CH3:34])([CH3:33])[CH3:35])(=[O:27])=[O:28])=[N:10][O:9][N:8]=2)[CH:21]=[CH:20][C:19]=1[F:22], predict the reactants needed to synthesize it. (9) Given the product [C:23]([S:26]/[N:13]=[N:1]/[C:2]1[CH:3]=[C:4]([CH:8]=[CH:9][C:10]=1[CH3:11])[C:5]([OH:7])=[O:6])([CH3:25])([CH3:24])[CH3:22], predict the reactants needed to synthesize it. The reactants are: [NH2:1][C:2]1[CH:3]=[C:4]([CH:8]=[CH:9][C:10]=1[CH3:11])[C:5]([OH:7])=[O:6].Cl.[N:13]([O-])=O.[Na+].C([O-])(=O)C.[Na+].[CH3:22][C:23]([SH:26])([CH3:25])[CH3:24]. (10) Given the product [Cl:27][C:24]1[CH:25]=[CH:26][C:21]([CH2:20][N:16]2[C:17]3[C:13](=[CH:12][C:11](/[CH:10]=[C:7]4/[C:8](=[O:9])[N:4]([CH2:3][CH2:2][NH:1][C:33](=[O:35])[CH3:34])[C:5](=[O:32])[S:6]/4)=[CH:19][CH:18]=3)[CH:14]=[N:15]2)=[C:22]([C:28]([F:30])([F:29])[F:31])[CH:23]=1, predict the reactants needed to synthesize it. The reactants are: [NH2:1][CH2:2][CH2:3][N:4]1[C:8](=[O:9])/[C:7](=[CH:10]/[C:11]2[CH:12]=[C:13]3[C:17](=[CH:18][CH:19]=2)[N:16]([CH2:20][C:21]2[CH:26]=[CH:25][C:24]([Cl:27])=[CH:23][C:22]=2[C:28]([F:31])([F:30])[F:29])[N:15]=[CH:14]3)/[S:6][C:5]1=[O:32].[C:33](OC(=O)C)(=[O:35])[CH3:34].